This data is from Forward reaction prediction with 1.9M reactions from USPTO patents (1976-2016). The task is: Predict the product of the given reaction. Given the reactants Br[C:2]1[S:6][C:5]([S:7]([NH:10][C@@H:11]([CH2:23][N:24]([CH3:26])[CH3:25])[CH2:12][C:13]([O:15][CH2:16][C:17]2[CH:22]=[CH:21][CH:20]=[CH:19][CH:18]=2)=[O:14])(=[O:9])=[O:8])=[CH:4][CH:3]=1.[C:27]([C:29]1[CH:34]=[CH:33][C:32]([CH2:35][CH2:36][CH2:37][CH2:38][CH3:39])=[CH:31][CH:30]=1)#[CH:28], predict the reaction product. The product is: [CH3:25][N:24]([CH3:26])[CH2:23][C@H:11]([NH:10][S:7]([C:5]1[S:6][C:2]([C:28]#[C:27][C:29]2[CH:34]=[CH:33][C:32]([CH2:35][CH2:36][CH2:37][CH2:38][CH3:39])=[CH:31][CH:30]=2)=[CH:3][CH:4]=1)(=[O:9])=[O:8])[CH2:12][C:13]([O:15][CH2:16][C:17]1[CH:22]=[CH:21][CH:20]=[CH:19][CH:18]=1)=[O:14].